This data is from Catalyst prediction with 721,799 reactions and 888 catalyst types from USPTO. The task is: Predict which catalyst facilitates the given reaction. (1) Reactant: [F:1][C:2]1[CH:14]=[C:13]([CH2:15][O:16][C:17]2[CH:22]=[CH:21][C:20]([CH2:23][CH2:24][C:25]([O:27]C(C)(C)C)=[O:26])=[C:19]([CH3:32])[C:18]=2[CH3:33])[C:5]2[N:6]=[C:7]([C:9]([F:12])([F:11])[F:10])[S:8][C:4]=2[CH:3]=1.FC(F)(F)C(O)=O. Product: [F:1][C:2]1[CH:14]=[C:13]([CH2:15][O:16][C:17]2[CH:22]=[CH:21][C:20]([CH2:23][CH2:24][C:25]([OH:27])=[O:26])=[C:19]([CH3:32])[C:18]=2[CH3:33])[C:5]2[N:6]=[C:7]([C:9]([F:10])([F:11])[F:12])[S:8][C:4]=2[CH:3]=1. The catalyst class is: 2. (2) Reactant: [F:1][C:2]1[CH:37]=[CH:36][CH:35]=[CH:34][C:3]=1[CH2:4][NH:5][C:6](=[O:33])[CH2:7][CH:8]1[N:14]([C:15](=[O:22])[C:16]2[CH:21]=[CH:20][N:19]=[CH:18][CH:17]=2)[CH2:13][C:12]2[CH:23]=[CH:24][CH:25]=[CH:26][C:11]=2[N:10]([CH2:27][C:28]([CH3:31])([CH3:30])[CH3:29])[C:9]1=[O:32].ClC1C=CC=C(C(OO)=[O:46])C=1. Product: [F:1][C:2]1[CH:37]=[CH:36][CH:35]=[CH:34][C:3]=1[CH2:4][NH:5][C:6](=[O:33])[CH2:7][CH:8]1[N:14]([C:15](=[O:22])[C:16]2[CH:17]=[CH:18][N+:19]([O-:46])=[CH:20][CH:21]=2)[CH2:13][C:12]2[CH:23]=[CH:24][CH:25]=[CH:26][C:11]=2[N:10]([CH2:27][C:28]([CH3:31])([CH3:30])[CH3:29])[C:9]1=[O:32]. The catalyst class is: 22. (3) Reactant: [H-].[Na+].[CH2:3]([OH:8])[CH2:4][CH2:5][CH2:6][OH:7].Cl[C:10]1[C:14]([C:15]2[CH:20]=[CH:19][C:18]([Cl:21])=[C:17]([Cl:22])[CH:16]=2)=[N:13][S:12][N:11]=1.C(=O)(O)[O-].[Na+]. Product: [Cl:22][C:17]1[CH:16]=[C:15]([C:14]2[C:10]([O:7][CH2:6][CH2:5][CH2:4][CH2:3][OH:8])=[N:11][S:12][N:13]=2)[CH:20]=[CH:19][C:18]=1[Cl:21]. The catalyst class is: 1.